Dataset: NCI-60 drug combinations with 297,098 pairs across 59 cell lines. Task: Regression. Given two drug SMILES strings and cell line genomic features, predict the synergy score measuring deviation from expected non-interaction effect. (1) Drug 1: CCC1=C2CN3C(=CC4=C(C3=O)COC(=O)C4(CC)O)C2=NC5=C1C=C(C=C5)O. Drug 2: C(CCl)NC(=O)N(CCCl)N=O. Cell line: OVCAR-5. Synergy scores: CSS=31.3, Synergy_ZIP=-5.36, Synergy_Bliss=-0.488, Synergy_Loewe=-28.2, Synergy_HSA=-0.547. (2) Synergy scores: CSS=-10.3, Synergy_ZIP=4.50, Synergy_Bliss=-0.867, Synergy_Loewe=-22.2, Synergy_HSA=-18.3. Drug 2: C1CN1P(=S)(N2CC2)N3CC3. Drug 1: CCCS(=O)(=O)NC1=C(C(=C(C=C1)F)C(=O)C2=CNC3=C2C=C(C=N3)C4=CC=C(C=C4)Cl)F. Cell line: SW-620. (3) Drug 1: C1=C(C(=O)NC(=O)N1)F. Drug 2: C1CC(=O)NC(=O)C1N2C(=O)C3=CC=CC=C3C2=O. Cell line: MALME-3M. Synergy scores: CSS=31.8, Synergy_ZIP=0.761, Synergy_Bliss=1.49, Synergy_Loewe=1.36, Synergy_HSA=2.33. (4) Drug 2: CC1C(C(CC(O1)OC2CC(CC3=C2C(=C4C(=C3O)C(=O)C5=CC=CC=C5C4=O)O)(C(=O)C)O)N)O. Drug 1: CC1C(C(CC(O1)OC2CC(OC(C2O)C)OC3=CC4=CC5=C(C(=O)C(C(C5)C(C(=O)C(C(C)O)O)OC)OC6CC(C(C(O6)C)O)OC7CC(C(C(O7)C)O)OC8CC(C(C(O8)C)O)(C)O)C(=C4C(=C3C)O)O)O)O. Synergy scores: CSS=34.6, Synergy_ZIP=14.9, Synergy_Bliss=14.6, Synergy_Loewe=1.92, Synergy_HSA=14.4. Cell line: KM12. (5) Drug 1: CC1=CC=C(C=C1)C2=CC(=NN2C3=CC=C(C=C3)S(=O)(=O)N)C(F)(F)F. Drug 2: C1CC(C1)(C(=O)O)C(=O)O.[NH2-].[NH2-].[Pt+2]. Cell line: BT-549. Synergy scores: CSS=9.69, Synergy_ZIP=-1.54, Synergy_Bliss=3.34, Synergy_Loewe=-0.392, Synergy_HSA=-0.528.